From a dataset of Forward reaction prediction with 1.9M reactions from USPTO patents (1976-2016). Predict the product of the given reaction. (1) Given the reactants [CH3:1][N:2]([CH3:11])[C:3]1[CH:10]=[CH:9][C:6]([CH:7]=O)=[CH:5][CH:4]=1.[CH2:12]([C:15]1[CH:21]=[CH:20][C:18]([NH2:19])=[CH:17][CH:16]=1)[CH2:13][CH3:14], predict the reaction product. The product is: [CH3:1][N:2]([CH3:11])[C:3]1[CH:10]=[CH:9][C:6]([CH2:7][NH:19][C:18]2[CH:20]=[CH:21][C:15]([CH2:12][CH2:13][CH3:14])=[CH:16][CH:17]=2)=[CH:5][CH:4]=1. (2) Given the reactants Cl.[CH3:2][C:3]1[C:33]([O:34]C(=O)C)=[CH:32][CH:31]=[CH:30][C:4]=1[C:5]([NH:7][C:8]1[CH:9]=[N:10][C:11]([NH:14][C:15]2[CH:20]=[CH:19][C:18]([C:21]([N:23]3[CH2:28][CH2:27][N:26]([CH3:29])[CH2:25][CH2:24]3)=[O:22])=[CH:17][CH:16]=2)=[N:12][CH:13]=1)=[O:6].C[O-].[Na+], predict the reaction product. The product is: [CH3:2][C:3]1[C:33]([OH:34])=[CH:32][CH:31]=[CH:30][C:4]=1[C:5]([NH:7][C:8]1[CH:9]=[N:10][C:11]([NH:14][C:15]2[CH:16]=[CH:17][C:18]([C:21]([N:23]3[CH2:28][CH2:27][N:26]([CH3:29])[CH2:25][CH2:24]3)=[O:22])=[CH:19][CH:20]=2)=[N:12][CH:13]=1)=[O:6].